Dataset: Reaction yield outcomes from USPTO patents with 853,638 reactions. Task: Predict the reaction yield, written as a fraction of the theoretical maximum amount of product (1.0 means a 100% yield; for example, 0.34 means a 34% yield). (1) The reactants are [CH3:1][C:2]([CH3:9])([CH2:5][CH2:6][CH:7]=[CH2:8])[CH2:3][OH:4].Cl[C:11](Cl)([O:13]C(=O)OC(Cl)(Cl)Cl)Cl.CCN(C(C)C)C(C)C.[OH-].[Na+].[NH2:33][C@H:34]([C:39]([OH:41])=[O:40])[C:35]([CH3:38])([CH3:37])[CH3:36]. The catalyst is O1CCOCC1. The product is [CH3:1][C:2]([CH3:9])([CH2:5][CH2:6][CH:7]=[CH2:8])[CH2:3][O:4][C:11]([NH:33][C@H:34]([C:39]([OH:41])=[O:40])[C:35]([CH3:38])([CH3:37])[CH3:36])=[O:13]. The yield is 0.847. (2) The reactants are [NH2:1][C:2]1[C:7]([NH2:8])=[CH:6][CH:5]=[CH:4][N:3]=1.Cl[CH2:10][C:11]([CH2:13][C:14](=O)[CH3:15])=[O:12]. The catalyst is C(O)C. The product is [NH2:8][C:7]1[C:2]2[N:3]([C:13]([C:11](=[O:12])[CH3:10])=[C:14]([CH3:15])[N:1]=2)[CH:4]=[CH:5][CH:6]=1. The yield is 0.150. (3) The reactants are [CH3:1][C:2]1[CH:7]=[CH:6][C:5]([N+:8]([O-])=O)=[CH:4][C:3]=1[NH:11][C:12](=[O:36])[C:13]1[CH:18]=[CH:17][C:16]([NH:19][C:20]2[N:29]=[C:28]([C:30]3[CH:35]=[CH:34][CH:33]=[CH:32][CH:31]=3)[C:27]3[C:22](=[CH:23][CH:24]=[CH:25][CH:26]=3)[N:21]=2)=[CH:15][CH:14]=1.C(O)=O.C([O-])=O.[K+]. The catalyst is [Pt].O1CCCC1.C(O)C. The product is [NH2:8][C:5]1[CH:6]=[CH:7][C:2]([CH3:1])=[C:3]([NH:11][C:12](=[O:36])[C:13]2[CH:18]=[CH:17][C:16]([NH:19][C:20]3[N:29]=[C:28]([C:30]4[CH:31]=[CH:32][CH:33]=[CH:34][CH:35]=4)[C:27]4[C:22](=[CH:23][CH:24]=[CH:25][CH:26]=4)[N:21]=3)=[CH:15][CH:14]=2)[CH:4]=1. The yield is 0.850. (4) The reactants are [NH2:1][C:2]1[CH:9]=[CH:8][C:5]([C:6]#[N:7])=[CH:4][CH:3]=1.Cl[CH2:11][C:12]([OH:14])=[O:13]. The catalyst is O. The product is [C:6]([C:5]1[CH:8]=[CH:9][C:2]([NH:1][CH2:11][C:12]([OH:14])=[O:13])=[CH:3][CH:4]=1)#[N:7]. The yield is 0.200. (5) The reactants are CN(C(ON1N=NC2C=CC=NC1=2)=[N+](C)C)C.F[P-](F)(F)(F)(F)F.[N+:25]([C:28]1[CH:36]=[CH:35][C:31]([C:32](O)=[O:33])=[C:30]([NH:37][C:38]([NH:40][C:41]2[C:46]([CH3:47])=[CH:45][C:44]([CH3:48])=[CH:43][C:42]=2[CH3:49])=[O:39])[CH:29]=1)([O-:27])=[O:26].[NH2:50][C@@H:51]([CH:56]1[CH2:61][CH2:60][CH2:59][CH2:58][CH2:57]1)[C:52]([O:54][CH3:55])=[O:53].C(N(C(C)C)CC)(C)C. The catalyst is C(OCC)(=O)C.CCCCCC.C(OCC)(=O)C. The product is [CH:56]1([C@H:51]([NH:50][C:32]([C:31]2[CH:35]=[CH:36][C:28]([N+:25]([O-:27])=[O:26])=[CH:29][C:30]=2[NH:37][C:38]([NH:40][C:41]2[C:46]([CH3:47])=[CH:45][C:44]([CH3:48])=[CH:43][C:42]=2[CH3:49])=[O:39])=[O:33])[C:52]([O:54][CH3:55])=[O:53])[CH2:61][CH2:60][CH2:59][CH2:58][CH2:57]1. The yield is 0.670.